Dataset: Full USPTO retrosynthesis dataset with 1.9M reactions from patents (1976-2016). Task: Predict the reactants needed to synthesize the given product. (1) Given the product [C:1]([O:5][C:6]([N:8]1[CH2:12][CH:11]([CH2:13][CH2:14][CH2:15][CH2:16][CH2:17][CH3:18])[CH2:10][C@@H:9]1[C@H:19]1[O:23][C:22]([CH3:25])([CH3:24])[N:21]([C:26](=[O:28])[CH3:27])[C@H:20]1[CH2:29][C:30]1[CH:31]=[C:32]([F:37])[CH:33]=[C:34]([F:36])[CH:35]=1)=[O:7])([CH3:2])([CH3:3])[CH3:4], predict the reactants needed to synthesize it. The reactants are: [C:1]([O:5][C:6]([N:8]1[CH2:12]/[C:11](=[CH:13]\[CH2:14][CH2:15][CH2:16][CH2:17][CH3:18])/[CH2:10][C@@H:9]1[C@H:19]1[O:23][C:22]([CH3:25])([CH3:24])[N:21]([C:26](=[O:28])[CH3:27])[C@H:20]1[CH2:29][C:30]1[CH:35]=[C:34]([F:36])[CH:33]=[C:32]([F:37])[CH:31]=1)=[O:7])([CH3:4])([CH3:3])[CH3:2].[H][H]. (2) Given the product [C:1]([C:5]1[CH:6]=[C:7]2[C:12](=[C:13]([F:15])[CH:14]=1)[C:11](=[O:16])[N:10]([C:17]1[N:24]=[CH:23][CH:22]=[C:21]([C:40]3[CH:41]=[C:36]([NH:35][C:27]4[CH:28]=[C:29]5[CH2:30][O:31][CH2:32][CH2:33][N:34]5[N:26]=4)[C:37](=[O:52])[N:38]([CH3:51])[CH:39]=3)[C:18]=1[CH:19]=[O:20])[N:9]=[CH:8]2)([CH3:4])([CH3:3])[CH3:2], predict the reactants needed to synthesize it. The reactants are: [C:1]([C:5]1[CH:6]=[C:7]2[C:12](=[C:13]([F:15])[CH:14]=1)[C:11](=[O:16])[N:10]([C:17]1[N:24]=[CH:23][CH:22]=[C:21](Cl)[C:18]=1[CH:19]=[O:20])[N:9]=[CH:8]2)([CH3:4])([CH3:3])[CH3:2].[N:26]1[N:34]2[C:29]([CH2:30][O:31][CH2:32][CH2:33]2)=[CH:28][C:27]=1[NH:35][C:36]1[C:37](=[O:52])[N:38]([CH3:51])[CH:39]=[C:40](B2OC(C)(C)C(C)(C)O2)[CH:41]=1.P(C1CCCCC1)(C1CCCCC1)C1CCCCC1.C([O-])([O-])=O.[Cs+].[Cs+]. (3) Given the product [Br:1][C:2]1[C:3]([N:10]([CH:19]2[CH2:20][CH2:21][CH2:22][CH2:23]2)[NH2:11])=[N:4][C:5]([C:8]#[N:9])=[N:6][CH:7]=1, predict the reactants needed to synthesize it. The reactants are: [Br:1][C:2]1[C:3]([N:10]([CH:19]2[CH2:23][CH2:22][CH2:21][CH2:20]2)[NH:11]C(OC(C)(C)C)=O)=[N:4][C:5]([C:8]#[N:9])=[N:6][CH:7]=1.C1(C)C=CC(S(O)(=O)=O)=CC=1.